From a dataset of Peptide-MHC class I binding affinity with 185,985 pairs from IEDB/IMGT. Regression. Given a peptide amino acid sequence and an MHC pseudo amino acid sequence, predict their binding affinity value. This is MHC class I binding data. (1) The peptide sequence is DVKASMLEK. The MHC is H-2-Dd with pseudo-sequence H-2-Dd. The binding affinity (normalized) is 0. (2) The peptide sequence is YVFPVIFSK. The MHC is HLA-A30:01 with pseudo-sequence HLA-A30:01. The binding affinity (normalized) is 0.396. (3) The peptide sequence is LIGFALFGV. The MHC is HLA-A30:02 with pseudo-sequence HLA-A30:02. The binding affinity (normalized) is 0.213. (4) The peptide sequence is NRTRHCQP. The MHC is Mamu-B08 with pseudo-sequence Mamu-B08. The binding affinity (normalized) is 0. (5) The peptide sequence is YRSGIIAVV. The MHC is HLA-A11:01 with pseudo-sequence HLA-A11:01. The binding affinity (normalized) is 0. (6) The peptide sequence is KFFMVHSLK. The MHC is HLA-A24:03 with pseudo-sequence HLA-A24:03. The binding affinity (normalized) is 0.0847.